This data is from Catalyst prediction with 721,799 reactions and 888 catalyst types from USPTO. The task is: Predict which catalyst facilitates the given reaction. (1) Reactant: [Br:1][CH2:2][CH2:3][CH2:4]Br.C(=O)([O-])[O-].[K+].[K+].[I-].[K+].[CH2:14]([O:16][C:17](=[O:26])[C:18]1[CH:23]=[CH:22][C:21]([OH:24])=[C:20]([F:25])[CH:19]=1)[CH3:15]. Product: [CH2:14]([O:16][C:17](=[O:26])[C:18]1[CH:23]=[CH:22][C:21]([O:24][CH2:4][CH2:3][CH2:2][Br:1])=[C:20]([F:25])[CH:19]=1)[CH3:15]. The catalyst class is: 21. (2) Reactant: [Br:1][C:2]1[CH:7]=[CH:6][C:5]([C:8]2[CH2:13][CH2:12][N:11](C(OC(C)(C)C)=O)[CH2:10][CH:9]=2)=[C:4]([N+:21]([O-:23])=[O:22])[CH:3]=1.C(O)(C(F)(F)F)=O. The catalyst class is: 4. Product: [Br:1][C:2]1[CH:7]=[CH:6][C:5]([C:8]2[CH2:13][CH2:12][NH:11][CH2:10][CH:9]=2)=[C:4]([N+:21]([O-:23])=[O:22])[CH:3]=1. (3) Reactant: Br[C:2]1[N:3]=[C:4]([N:23]([C:33]([O:35][C:36]([CH3:39])([CH3:38])[CH3:37])=[O:34])[CH2:24][C:25]2[C:30]([Cl:31])=[CH:29][CH:28]=[CH:27][C:26]=2[Cl:32])[C:5]([N:8]([C:16]([O:18][C:19]([CH3:22])([CH3:21])[CH3:20])=[O:17])[C:9]([O:11][C:12]([CH3:15])([CH3:14])[CH3:13])=[O:10])=[N:6][CH:7]=1.CC1(C)C(C)(C)OB([C:48]2[CH:55]=[CH:54][C:51]([CH:52]=[O:53])=[CH:50][CH:49]=2)O1.C([O-])([O-])=O.[Na+].[Na+]. Product: [C:36]([O:35][C:33]([N:23]([CH2:24][C:25]1[C:30]([Cl:31])=[CH:29][CH:28]=[CH:27][C:26]=1[Cl:32])[C:4]1[C:5]([N:8]([C:9]([O:11][C:12]([CH3:14])([CH3:13])[CH3:15])=[O:10])[C:16]([O:18][C:19]([CH3:22])([CH3:21])[CH3:20])=[O:17])=[N:6][CH:7]=[C:2]([C:48]2[CH:55]=[CH:54][C:51]([CH:52]=[O:53])=[CH:50][CH:49]=2)[N:3]=1)=[O:34])([CH3:39])([CH3:37])[CH3:38]. The catalyst class is: 57. (4) Reactant: C([O:3][C:4](=O)[CH2:5][C:6]1[N:7]=[C:8]([NH2:11])[S:9][CH:10]=1)C.[NH3:13]. Product: [NH2:11][C:8]1[S:9][CH:10]=[C:6]([CH2:5][C:4]([NH2:13])=[O:3])[N:7]=1. The catalyst class is: 5.